Task: Predict the product of the given reaction.. Dataset: Forward reaction prediction with 1.9M reactions from USPTO patents (1976-2016) (1) Given the reactants [OH-].[K+].[C:3]([C:7]1[CH:8]=[C:9]([CH3:12])[CH2:10][CH:11]=1)([CH3:6])([CH3:5])[CH3:4].[C:13]([C:17]1[CH:34]=[CH:33][C:20]([C:21]([C:23]2[CH:28]=[CH:27][C:26]([C:29]([CH3:32])([CH3:31])[CH3:30])=[CH:25][CH:24]=2)=O)=[CH:19][CH:18]=1)([CH3:16])([CH3:15])[CH3:14].Cl, predict the reaction product. The product is: [C:3]([C:7]1[CH:8]=[C:9]([CH3:12])[C:10](=[C:21]([C:23]2[CH:28]=[CH:27][C:26]([C:29]([CH3:31])([CH3:30])[CH3:32])=[CH:25][CH:24]=2)[C:20]2[CH:33]=[CH:34][C:17]([C:13]([CH3:15])([CH3:14])[CH3:16])=[CH:18][CH:19]=2)[CH:11]=1)([CH3:6])([CH3:5])[CH3:4]. (2) Given the reactants FC1C(N[C@@H](C(C)(C)C)CO)=NC(C2C3C(=NC=C(F)C=3)NC=2)=NC=1.[F:26][C:27]1[C:28]([NH:55][C@@H:56]([C:59]([CH3:62])([CH3:61])[CH3:60])[CH2:57][OH:58])=[N:29][C:30]([C:35]2[C:43]3[C:38](=[N:39][CH:40]=[C:41]([F:44])[CH:42]=3)[N:37](S(C3C=CC(C)=CC=3)(=O)=O)[CH:36]=2)=[C:31]([CH:34]=1)[C:32]#[N:33], predict the reaction product. The product is: [F:26][C:27]1[C:28]([NH:55][C@@H:56]([C:59]([CH3:62])([CH3:61])[CH3:60])[CH2:57][OH:58])=[N:29][C:30]([C:35]2[C:43]3[C:38](=[N:39][CH:40]=[C:41]([F:44])[CH:42]=3)[NH:37][CH:36]=2)=[C:31]([CH:34]=1)[C:32]#[N:33]. (3) Given the reactants [CH3:1][O:2][C:3](=[O:21])[C:4]([NH:7][C:8]([C:10]1[CH:19]=[CH:18][C:17]2[C:12](=[CH:13][CH:14]=[CH:15][CH:16]=2)[C:11]=1[OH:20])=[O:9])([CH3:6])[CH3:5].[Cl:22][C:23]1[CH:24]=[C:25]([CH2:30]O)[CH:26]=[N:27][C:28]=1[Cl:29].C1(P(C2C=CC=CC=2)C2C=CC=CC=2)C=CC=CC=1.CC(OC(/N=N/C(OC(C)C)=O)=O)C, predict the reaction product. The product is: [CH3:1][O:2][C:3](=[O:21])[C:4]([NH:7][C:8]([C:10]1[CH:19]=[CH:18][C:17]2[C:12](=[CH:13][CH:14]=[CH:15][CH:16]=2)[C:11]=1[O:20][CH2:30][C:25]1[CH:26]=[N:27][C:28]([Cl:29])=[C:23]([Cl:22])[CH:24]=1)=[O:9])([CH3:6])[CH3:5]. (4) Given the reactants [F:1][C:2]1[CH:7]=[CH:6][C:5]([CH2:8][C:9]([N:11]2[CH2:15][CH:14]([O:16][CH3:17])[CH2:13][N:12]2[C:18]([C:20]2[CH:25]=[CH:24][N:23]=[C:22]([S:26][CH3:27])[N:21]=2)=O)=[O:10])=[CH:4][CH:3]=1.CN(C)C=O.O1CCCC1.[H-].[Na+], predict the reaction product. The product is: [F:1][C:2]1[CH:7]=[CH:6][C:5]([C:8]2[C:9](=[O:10])[N:11]3[CH2:15][CH:14]([O:16][CH3:17])[CH2:13][N:12]3[C:18]=2[C:20]2[CH:25]=[CH:24][N:23]=[C:22]([S:26][CH3:27])[N:21]=2)=[CH:4][CH:3]=1. (5) Given the reactants [NH:1]1[C:5]2[CH:6]=[CH:7][CH:8]=[CH:9][C:4]=2[N:3]=[C:2]1[CH:10]([C:12]1[CH:17]=[CH:16][CH:15]=[CH:14][CH:13]=1)[OH:11].[CH3:18][N:19]1[CH2:23][CH2:22][CH:21](O)[CH2:20]1.O.[Na], predict the reaction product. The product is: [CH3:18][N:19]1[CH2:23][CH2:22][CH:21]([O:11][CH:10]([C:12]2[CH:17]=[CH:16][CH:15]=[CH:14][CH:13]=2)[C:2]2[NH:3][C:4]3[CH:9]=[CH:8][CH:7]=[CH:6][C:5]=3[N:1]=2)[CH2:20]1. (6) Given the reactants [O:1]([C:8]1[CH:14]=[CH:13][C:11]([NH2:12])=[CH:10][CH:9]=1)[C:2]1[CH:7]=[CH:6][CH:5]=[CH:4][CH:3]=1.C.[C:16](OC(=O)C)(=[O:18])[CH3:17].NC1C=CC=CC=1, predict the reaction product. The product is: [O:1]([C:8]1[CH:9]=[CH:10][C:11]([NH:12][C:16](=[O:18])[CH3:17])=[CH:13][CH:14]=1)[C:2]1[CH:3]=[CH:4][CH:5]=[CH:6][CH:7]=1. (7) Given the reactants [CH3:1][C:2]1[C:3](=[O:28])[NH:4][C:5](=[O:27])[N:6]([CH2:8][CH2:9][CH2:10][N:11]2[CH2:16][C@H:15]3[C@:13]([C:17]4[CH:22]=[CH:21][C:20]([C:23]([F:26])([F:25])[F:24])=[CH:19][CH:18]=4)([CH2:14]3)[CH2:12]2)[N:7]=1.[ClH:29], predict the reaction product. The product is: [ClH:29].[CH3:1][C:2]1[C:3](=[O:28])[NH:4][C:5](=[O:27])[N:6]([CH2:8][CH2:9][CH2:10][N:11]2[CH2:16][C@H:15]3[C@:13]([C:17]4[CH:22]=[CH:21][C:20]([C:23]([F:26])([F:25])[F:24])=[CH:19][CH:18]=4)([CH2:14]3)[CH2:12]2)[N:7]=1. (8) The product is: [CH:3]1([CH2:9][C:10](=[O:12])[CH2:11][C:17](=[O:18])[C:16]([O:15][CH2:13][CH3:14])=[O:22])[CH2:8][CH2:7][CH2:6][CH2:5][CH2:4]1. Given the reactants [H-].[Na+].[CH:3]1([CH2:9][C:10](=[O:12])[CH3:11])[CH2:8][CH2:7][CH2:6][CH2:5][CH2:4]1.[CH2:13]([O:15][C:16](=[O:22])[C:17](OCC)=[O:18])[CH3:14].CC[O-].[Na+], predict the reaction product.